Dataset: Catalyst prediction with 721,799 reactions and 888 catalyst types from USPTO. Task: Predict which catalyst facilitates the given reaction. (1) Reactant: B(Br)(Br)Br.[CH3:5][N:6]1[C:14]2[C:9](=[C:10]([F:17])[C:11]([O:15]C)=[CH:12][CH:13]=2)[CH:8]=[C:7]1[CH3:18]. Product: [CH3:5][N:6]1[C:14]2[C:9](=[C:10]([F:17])[C:11]([OH:15])=[CH:12][CH:13]=2)[CH:8]=[C:7]1[CH3:18]. The catalyst class is: 4. (2) Reactant: [C:1]([O:5][C:6](=[O:21])[C@@H:7]([NH:13][C:14]([O:16][C:17]([CH3:20])([CH3:19])[CH3:18])=[O:15])[CH2:8][CH2:9][C:10]([OH:12])=[O:11])([CH3:4])([CH3:3])[CH3:2].[CH2:22](N(CC)CC)[CH3:23].ClC(OCC)=O.C([O-])(O)=O.[Na+]. Product: [C:17]([O:16][C:14]([NH:13][C@@H:7]([CH2:8][CH2:9][C:10]([O:12][CH2:22][CH3:23])=[O:11])[C:6]([O:5][C:1]([CH3:4])([CH3:3])[CH3:2])=[O:21])=[O:15])([CH3:20])([CH3:19])[CH3:18]. The catalyst class is: 172.